From a dataset of Experimentally validated miRNA-target interactions with 360,000+ pairs, plus equal number of negative samples. Binary Classification. Given a miRNA mature sequence and a target amino acid sequence, predict their likelihood of interaction. (1) The miRNA is hsa-miR-7703 with sequence UUGCACUCUGGCCUUCUCCCAGG. The protein sequence of the target gene is MGCKGDASGACAAGALPVTGVCYKMGVLVVLTVLWLFSSVKADSKAITTSLTTKWFSTPLLLEASEFLAEDSQEKFWNFVEASQNIGSSDHDGTDYSYYHAILEAAFQFLSPLQQNLFKFCLSLRSYSATIQAFQQIAADEPPPEGCNSFFSVHGKKTCESDTLEALLLTASERPKPLLFKGDHRYPSSNPESPVVIFYSEIGSEEFSNFHRQLISKSNAGKINYVFRHYIFNPRKEPVYLSGYGVELAIKSTEYKAKDDTQVKGTEVNTTVIGENDPIDEVQGFLFGKLRDLHPDLEGQ.... Result: 1 (interaction). (2) The miRNA is hsa-miR-491-3p with sequence CUUAUGCAAGAUUCCCUUCUAC. The protein sequence of the target gene is MMGLGNGRRSMKSPPLVLAALVACIIVLGFNYWIASSRSVDLQTRIMELEGRVRRAAAERGAVELKKNEFQGELEKQREQLDKIQSSHNFQLESVNKLYQDEKAVLVNNITTGERLIRVLQDQLKTLQRNYGRLQQDVLQFQKNQTNLERKFSYDLSQCINQMKEVKEQCEERIEEVTKKGNEAVASRDLSENNDQRQQLQALSEPQPRLQAAGLPHTEVPQGKGNVLGNSKSQTPAPSSEVVLDSKRQVEKEETNEIQVVNEEPQRDRLPQEPGREQVVEDRPVGGRGFGGAGELGQTP.... Result: 0 (no interaction).